This data is from Forward reaction prediction with 1.9M reactions from USPTO patents (1976-2016). The task is: Predict the product of the given reaction. (1) Given the reactants Cl[C:2]1[CH:3]=[CH:4][C:5]2[N:6]([C:8]([C:11]([F:14])([F:13])[F:12])=[N:9][N:10]=2)[N:7]=1.[N:15]1[CH:20]=[CH:19][CH:18]=[C:17]([C:21]2([OH:27])[CH2:26][CH2:25][NH:24][CH2:23][CH2:22]2)[CH:16]=1.C(N(C(C)C)C(C)C)C, predict the reaction product. The product is: [N:15]1[CH:20]=[CH:19][CH:18]=[C:17]([C:21]2([OH:27])[CH2:22][CH2:23][N:24]([C:2]3[CH:3]=[CH:4][C:5]4[N:6]([C:8]([C:11]([F:14])([F:13])[F:12])=[N:9][N:10]=4)[N:7]=3)[CH2:25][CH2:26]2)[CH:16]=1. (2) Given the reactants [NH:1]1[CH2:5][CH2:4][CH2:3][CH2:2]1.[Cl:6][C:7]1[C:12](Cl)=[CH:11][C:10]([NH2:14])=[C:9]([N+:15]([O-:17])=[O:16])[CH:8]=1, predict the reaction product. The product is: [Cl:6][C:7]1[C:12]([N:1]2[CH2:5][CH2:4][CH2:3][CH2:2]2)=[CH:11][C:10]([NH2:14])=[C:9]([N+:15]([O-:17])=[O:16])[CH:8]=1. (3) Given the reactants [NH2:1][C:2]1[N:6]2[CH:7]=[C:8]([Br:11])[CH:9]=[CH:10][C:5]2=[N:4][C:3]=1[C:12]([NH2:14])=[O:13].[Cl:15][CH2:16][C:17](Cl)=O, predict the reaction product. The product is: [Br:11][C:8]1[CH:9]=[CH:10][C:5]2[N:6]([CH:7]=1)[C:2]1[N:1]=[C:17]([CH2:16][Cl:15])[NH:14][C:12](=[O:13])[C:3]=1[N:4]=2. (4) Given the reactants [CH3:1][O:2][C:3]1([O:13][CH3:14])[CH2:8][CH2:7][C:6]([CH2:11][OH:12])([CH2:9][OH:10])[CH2:5][CH2:4]1.[S:15](Cl)([C:18]1[CH:24]=[CH:23][C:21]([CH3:22])=[CH:20][CH:19]=1)(=[O:17])=[O:16], predict the reaction product. The product is: [CH3:22][C:21]1[CH:23]=[CH:24][C:18]([S:15]([O:12][CH2:11][C:6]2([CH2:9][O:10][S:15]([C:18]3[CH:24]=[CH:23][C:21]([CH3:22])=[CH:20][CH:19]=3)(=[O:17])=[O:16])[CH2:5][CH2:4][C:3]([O:2][CH3:1])([O:13][CH3:14])[CH2:8][CH2:7]2)(=[O:17])=[O:16])=[CH:19][CH:20]=1. (5) The product is: [Cl:27][C:19]1[CH:18]=[C:17]([C:15]2[O:14][N:13]=[C:12]([C:9]3[CH:10]=[CH:11][C:6]([O:5][CH2:4][CH2:3][CH2:2][NH:30][CH3:29])=[CH:7][C:8]=3[CH3:28])[N:16]=2)[CH:22]=[CH:21][C:20]=1[O:23][CH:24]([CH3:26])[CH3:25]. Given the reactants Br[CH2:2][CH2:3][CH2:4][O:5][C:6]1[CH:11]=[CH:10][C:9]([C:12]2[N:16]=[C:15]([C:17]3[CH:22]=[CH:21][C:20]([O:23][CH:24]([CH3:26])[CH3:25])=[C:19]([Cl:27])[CH:18]=3)[O:14][N:13]=2)=[C:8]([CH3:28])[CH:7]=1.[CH3:29][NH2:30], predict the reaction product. (6) Given the reactants [F:1][C:2]([F:37])([F:36])[C:3]1[CH:8]=[CH:7][C:6]([C:9]2[CH:14]=[CH:13][CH:12]=[C:11]([CH2:15][O:16][C:17]3[CH:35]=[CH:34][C:20]4[CH:21]([CH2:29][C:30]([O:32]C)=[O:31])[C:22]5[C:26]([CH2:27][O:28][C:19]=4[CH:18]=3)=[CH:25][O:24][N:23]=5)[CH:10]=2)=[CH:5][CH:4]=1.CO.O.[OH-].[Na+], predict the reaction product. The product is: [F:37][C:2]([F:1])([F:36])[C:3]1[CH:8]=[CH:7][C:6]([C:9]2[CH:14]=[CH:13][CH:12]=[C:11]([CH2:15][O:16][C:17]3[CH:35]=[CH:34][C:20]4[CH:21]([CH2:29][C:30]([OH:32])=[O:31])[C:22]5[C:26]([CH2:27][O:28][C:19]=4[CH:18]=3)=[CH:25][O:24][N:23]=5)[CH:10]=2)=[CH:5][CH:4]=1.